This data is from Full USPTO retrosynthesis dataset with 1.9M reactions from patents (1976-2016). The task is: Predict the reactants needed to synthesize the given product. (1) Given the product [NH2:1][C:2]1[C:3]([C:25](=[NH:26])[NH2:28])=[C:4]([CH:22]=[CH:23][CH:24]=1)[O:5][CH2:6][C:7]1([C:14]([NH:16][CH:17]2[CH2:21][CH2:20][CH2:19][CH2:18]2)=[O:15])[CH2:12][CH2:11][CH2:10][NH:9][C:8]1=[O:13], predict the reactants needed to synthesize it. The reactants are: [NH2:1][C:2]1[C:3]([C:25](=[NH:28])[NH:26]O)=[C:4]([CH:22]=[CH:23][CH:24]=1)[O:5][CH2:6][C:7]1([C:14]([NH:16][CH:17]2[CH2:21][CH2:20][CH2:19][CH2:18]2)=[O:15])[CH2:12][CH2:11][CH2:10][NH:9][C:8]1=[O:13]. (2) Given the product [C:13](=[O:16])([S:15][CH2:2][P:3]([O:8][CH:9]([CH3:11])[CH3:10])([O:4][CH:5]([CH3:7])[CH3:6])=[O:12])[CH3:14], predict the reactants needed to synthesize it. The reactants are: Br[CH2:2][P:3](=[O:12])([O:8][CH:9]([CH3:11])[CH3:10])[O:4][CH:5]([CH3:7])[CH3:6].[C:13]([O-:16])(=[S:15])[CH3:14].[K+].